This data is from Full USPTO retrosynthesis dataset with 1.9M reactions from patents (1976-2016). The task is: Predict the reactants needed to synthesize the given product. (1) Given the product [C:26]1([N:36]2[C:5]([C:7]3[C:12](=[O:13])[CH:11]=[CH:10][N:9]([C:14]4[CH:19]=[CH:18][CH:17]=[C:16]([O:20][C:21]([F:24])([F:23])[F:22])[CH:15]=4)[N:8]=3)=[CH:4][CH:3]=[N:2]2)[C:35]2[C:30](=[CH:31][CH:32]=[CH:33][CH:34]=2)[CH:29]=[CH:28][CH:27]=1, predict the reactants needed to synthesize it. The reactants are: C[N:2](C)/[CH:3]=[CH:4]/[C:5]([C:7]1[C:12](=[O:13])[CH:11]=[CH:10][N:9]([C:14]2[CH:19]=[CH:18][CH:17]=[C:16]([O:20][C:21]([F:24])([F:23])[F:22])[CH:15]=2)[N:8]=1)=O.[C:26]1([NH:36]N)[C:35]2[C:30](=[CH:31][CH:32]=[CH:33][CH:34]=2)[CH:29]=[CH:28][CH:27]=1. (2) The reactants are: Cl[CH2:2][CH2:3][O:4][C:5]1[CH:6]=[C:7]([C:12]2[N:16]([C:17]3[CH:22]=[CH:21][C:20]([F:23])=[C:19]([Cl:24])[CH:18]=3)[N:15]=[C:14]([C:25]([N:27]3[CH2:31][C:30](=[O:32])[NH:29][CH2:28]3)=[O:26])[CH:13]=2)[CH:8]=[C:9]([F:11])[CH:10]=1.[NH:33]1[CH2:37][CH2:36][CH2:35][CH2:34]1.C(O)=O.ClC1C=C(N2C(C3C=CC=C(OCCCN(C)C)C=3)=CC(C(N3CC(=O)NC3)=O)=N2)C=CC=1. Given the product [Cl:24][C:19]1[CH:18]=[C:17]([N:16]2[C:12]([C:7]3[CH:6]=[C:5]([O:4][CH2:3][CH2:2][N:33]4[CH2:37][CH2:36][CH2:35][CH2:34]4)[CH:10]=[C:9]([F:11])[CH:8]=3)=[CH:13][C:14]([C:25]([N:27]3[CH2:31][C:30](=[O:32])[NH:29][CH2:28]3)=[O:26])=[N:15]2)[CH:22]=[CH:21][C:20]=1[F:23], predict the reactants needed to synthesize it.